Dataset: Reaction yield outcomes from USPTO patents with 853,638 reactions. Task: Predict the reaction yield, written as a fraction of the theoretical maximum amount of product (1.0 means a 100% yield; for example, 0.34 means a 34% yield). The reactants are [S:1]1[CH:5]=[CH:4][C:3]([CH2:6][C:7]2[O:11][N:10]=[C:9]([C:12]([O:14]CC)=O)[N:8]=2)=[CH:2]1.Cl.[Cl:18][C:19]1[CH:20]=[C:21]2[C:25](=[CH:26][CH:27]=1)[NH:24][CH:23]=[C:22]2[CH2:28][CH2:29][NH2:30].CN(C(ON1N=NC2C=CC=NC1=2)=[N+](C)C)C.F[P-](F)(F)(F)(F)F.C(N(CC)C(C)C)(C)C. The catalyst is C1COCC1.[OH-].[Na+].O.CN(C=O)C. The product is [Cl:18][C:19]1[CH:20]=[C:21]2[C:25](=[CH:26][CH:27]=1)[NH:24][CH:23]=[C:22]2[CH2:28][CH2:29][NH:30][C:12]([C:9]1[N:8]=[C:7]([CH2:6][C:3]2[CH:4]=[CH:5][S:1][CH:2]=2)[O:11][N:10]=1)=[O:14]. The yield is 0.290.